Task: Predict which catalyst facilitates the given reaction.. Dataset: Catalyst prediction with 721,799 reactions and 888 catalyst types from USPTO Reactant: [CH2:1]([O:3][C:4]([C:6]1[CH:10]=[C:9]([O:11][CH2:12][C:13]2[CH:18]=[C:17]([C:19]([F:22])([F:21])[F:20])[CH:16]=[C:15]([F:23])[CH:14]=2)[N:8]([CH2:24][C:25]([O:27]CC)=[O:26])[N:7]=1)=[O:5])[CH3:2].[Li+].[OH-].Cl. Product: [CH2:1]([O:3][C:4]([C:6]1[CH:10]=[C:9]([O:11][CH2:12][C:13]2[CH:18]=[C:17]([C:19]([F:20])([F:22])[F:21])[CH:16]=[C:15]([F:23])[CH:14]=2)[N:8]([CH2:24][C:25]([OH:27])=[O:26])[N:7]=1)=[O:5])[CH3:2]. The catalyst class is: 30.